Dataset: Full USPTO retrosynthesis dataset with 1.9M reactions from patents (1976-2016). Task: Predict the reactants needed to synthesize the given product. (1) Given the product [Br:20][C:21]1[S:25][C:24]([CH2:26][NH:1][C:2]2[N:19]=[CH:18][CH:17]=[CH:16][C:3]=2[C:4]([NH:6][CH2:7][C:8]2[CH:13]=[CH:12][C:11]([F:14])=[C:10]([F:15])[CH:9]=2)=[O:5])=[CH:23][CH:22]=1, predict the reactants needed to synthesize it. The reactants are: [NH2:1][C:2]1[N:19]=[CH:18][CH:17]=[CH:16][C:3]=1[C:4]([NH:6][CH2:7][C:8]1[CH:13]=[CH:12][C:11]([F:14])=[C:10]([F:15])[CH:9]=1)=[O:5].[Br:20][C:21]1[S:25][C:24]([CH:26]=O)=[CH:23][CH:22]=1.C(O[BH-](OC(=O)C)OC(=O)C)(=O)C.[Na+]. (2) Given the product [OH:13][C@@:12]([CH3:15])([CH2:14][C:26]1[CH:27]=[CH:28][C:23]([O:22][CH3:21])=[CH:24][CH:25]=1)[C:10]([NH:9][C:6]1[CH:7]=[CH:8][C:3]([O:2][CH3:1])=[CH:4][CH:5]=1)=[O:11], predict the reactants needed to synthesize it. The reactants are: [CH3:1][O:2][C:3]1[CH:8]=[CH:7][C:6]([NH:9][C:10]([C@:12]2([CH3:15])[CH2:14][O:13]2)=[O:11])=[CH:5][CH:4]=1.C1COCC1.[CH3:21][O:22][C:23]1[CH:28]=[CH:27][C:26]([Mg]Br)=[CH:25][CH:24]=1. (3) Given the product [CH:35]1([C@H:7]([NH:6][C:79](=[O:80])[CH2:78][NH2:77])[C:8]([N:10]2[C@H:15]([C:16]([NH:18][C@H:19]3[C:28]4[C:23](=[CH:24][CH:25]=[CH:26][CH:27]=4)[O:22][CH2:21][CH2:20]3)=[O:17])[CH2:14][N:13]3[CH2:29][C@H:30]([O:32][CH2:33][CH3:34])[CH2:31][C@@H:12]3[CH2:11]2)=[O:9])[CH2:36][CH2:37][CH2:38][CH2:39][CH2:40]1, predict the reactants needed to synthesize it. The reactants are: CN(C=O)C.[NH2:6][C@@H:7]([CH:35]1[CH2:40][CH2:39][CH2:38][CH2:37][CH2:36]1)[C:8]([N:10]1[C@H:15]([C:16]([NH:18][C@H:19]2[C:28]3[C:23](=[CH:24][CH:25]=[CH:26][CH:27]=3)[O:22][CH2:21][CH2:20]2)=[O:17])[CH2:14][N:13]2[CH2:29][C@H:30]([O:32][CH2:33][CH3:34])[CH2:31][C@@H:12]2[CH2:11]1)=[O:9].C(N(CC)CC)C.Cl.CN(C)CCCN=C=NCC.N1(O)C2C=CC=CC=2N=N1.C(OC([NH:77][CH2:78][C:79](O)=[O:80])=O)(C)(C)C.C(O)(C(F)(F)F)=O. (4) Given the product [CH3:15][C@H:4]1[C@H:3]([CH3:16])[C@@H:2]([NH:1][C:18]2[CH:23]=[C:22]([CH3:24])[CH:21]=[CH:20][N:19]=2)[C:11]2[C:6](=[CH:7][CH:8]=[CH:9][CH:10]=2)[N:5]1[C:12](=[O:14])[CH3:13], predict the reactants needed to synthesize it. The reactants are: [NH2:1][C@H:2]1[C:11]2[C:6](=[CH:7][CH:8]=[CH:9][CH:10]=2)[N:5]([C:12](=[O:14])[CH3:13])[C@@H:4]([CH3:15])[C@@H:3]1[CH3:16].Br[C:18]1[CH:23]=[C:22]([CH3:24])[CH:21]=[CH:20][N:19]=1.CC(C)([O-])C.[Na+].CN(C1C(C2C(P(C3CCCCC3)C3CCCCC3)=CC=CC=2)=CC=CC=1)C. (5) Given the product [OH:28][NH:27][C:23]([C:21]1[CH:20]=[CH:19][C:6]2[CH2:7][N:8]([C:9]3[CH:14]=[CH:13][CH:12]=[C:11]([C:15]([F:18])([F:17])[F:16])[CH:10]=3)[C@@H:2]([CH3:1])[CH2:3][O:4][C:5]=2[CH:22]=1)=[O:25], predict the reactants needed to synthesize it. The reactants are: [CH3:1][C@@H:2]1[N:8]([C:9]2[CH:14]=[CH:13][CH:12]=[C:11]([C:15]([F:18])([F:17])[F:16])[CH:10]=2)[CH2:7][C:6]2[CH:19]=[CH:20][C:21]([C:23]([O:25]C)=O)=[CH:22][C:5]=2[O:4][CH2:3]1.[NH2:27][OH:28].[OH-].[Na+]. (6) Given the product [CH3:39][CH:38]([S:41]([NH:12][CH2:13][C:14]1[CH:19]=[CH:18][CH:17]=[CH:16][C:15]=1[C:20]1[CH:25]=[CH:24][C:23]([C:26]2[S:27][CH:28]=[CH:29][C:30]=2[NH:31][S:32]([CH:35]([CH3:37])[CH3:36])(=[O:34])=[O:33])=[CH:22][CH:21]=1)(=[O:43])=[O:42])[CH3:40], predict the reactants needed to synthesize it. The reactants are: N12CCCN=C1CCCCC2.[NH2:12][CH2:13][C:14]1[CH:19]=[CH:18][CH:17]=[CH:16][C:15]=1[C:20]1[CH:25]=[CH:24][C:23]([C:26]2[S:27][CH:28]=[CH:29][C:30]=2[NH:31][S:32]([CH:35]([CH3:37])[CH3:36])(=[O:34])=[O:33])=[CH:22][CH:21]=1.[CH:38]([S:41](Cl)(=[O:43])=[O:42])([CH3:40])[CH3:39]. (7) Given the product [CH3:17][O:9][C:8]([C:3]1[C:2]([Br:1])=[CH:7][CH:6]=[CH:5][N:4]=1)=[O:10], predict the reactants needed to synthesize it. The reactants are: [Br:1][C:2]1[C:3]([C:8]([OH:10])=[O:9])=[N:4][CH:5]=[CH:6][CH:7]=1.S(=O)(=O)(O)O.O.[CH3:17]O. (8) Given the product [F:40][CH:2]([F:1])[C:3]1[C:8]([F:9])=[C:7]([S:10](=[O:18])(=[O:19])[NH:11][C@@H:12]([CH3:17])[C:13]([F:16])([F:15])[F:14])[CH:6]=[CH:5][C:4]=1[C:20]1[S:24][C:23]([C:25]2[CH:29]=[C:28]([CH2:30][C:31]([CH3:37])([CH3:36])[C:32]([O:34][CH3:35])=[O:33])[O:27][N:26]=2)=[N:22][C:21]=1[C:38]([OH:43])=[O:39], predict the reactants needed to synthesize it. The reactants are: [F:1][CH:2]([F:40])[C:3]1[C:8]([F:9])=[C:7]([S:10](=[O:19])(=[O:18])[NH:11][C@@H:12]([CH3:17])[C:13]([F:16])([F:15])[F:14])[CH:6]=[CH:5][C:4]=1[C:20]1[S:24][C:23]([C:25]2[CH:29]=[C:28]([CH2:30][C:31]([CH3:37])([CH3:36])[C:32]([O:34][CH3:35])=[O:33])[O:27][N:26]=2)=[N:22][C:21]=1[CH2:38][OH:39].C(O)(=[O:43])C.C(O)(=O)C.IC1C=CC=CC=1.CC1(C)N([O])C(C)(C)CCC1.